Dataset: Forward reaction prediction with 1.9M reactions from USPTO patents (1976-2016). Task: Predict the product of the given reaction. (1) Given the reactants Br[CH2:2][C:3]1[CH:8]=[CH:7][C:6]([C:9]2[CH:14]=[CH:13][CH:12]=[CH:11][CH:10]=2)=[CH:5][CH:4]=1.[P:15]([O:22]CC)([O:19][CH2:20][CH3:21])[O:16][CH2:17][CH3:18], predict the reaction product. The product is: [C:6]1([C:9]2[CH:14]=[CH:13][CH:12]=[CH:11][CH:10]=2)[CH:7]=[CH:8][C:3]([CH2:2][P:15](=[O:22])([O:19][CH2:20][CH3:21])[O:16][CH2:17][CH3:18])=[CH:4][CH:5]=1. (2) The product is: [NH2:14][C:9]1[C:8]([O:7][C@H:6]2[CH2:5][N:4]([C:17]([O:19][C:20]([CH3:23])([CH3:22])[CH3:21])=[O:18])[CH2:3][C:2]2([CH3:24])[CH3:1])=[CH:13][CH:12]=[CH:11][N:10]=1. Given the reactants [CH3:1][C:2]1([CH3:24])[C@@H:6]([O:7][C:8]2[C:9]([N+:14]([O-])=O)=[N:10][CH:11]=[CH:12][CH:13]=2)[CH2:5][N:4]([C:17]([O:19][C:20]([CH3:23])([CH3:22])[CH3:21])=[O:18])[CH2:3]1, predict the reaction product.